Dataset: Full USPTO retrosynthesis dataset with 1.9M reactions from patents (1976-2016). Task: Predict the reactants needed to synthesize the given product. (1) Given the product [F:21][C:2]([F:1])([F:20])[CH2:3][N:4]1[C:9](=[O:10])[C:8]([O:11][CH2:6][CH:7]([CH3:12])[CH3:8])=[C:7]([C:12]2[CH:17]=[CH:16][C:15]([S:18][CH3:19])=[CH:14][CH:13]=2)[CH:6]=[N:5]1, predict the reactants needed to synthesize it. The reactants are: [F:1][C:2]([F:21])([F:20])[CH2:3][N:4]1[C:9](=[O:10])[C:8]([OH:11])=[C:7]([C:12]2[CH:17]=[CH:16][C:15]([S:18][CH3:19])=[CH:14][CH:13]=2)[CH:6]=[N:5]1. (2) Given the product [NH2:34][CH2:33][CH2:32][O:24]/[N:23]=[C:21](/[C:17]1[CH:16]=[C:15]([C:12]([NH:11][C:9]([NH:8][C:5]2[CH:6]=[CH:7][C:2]([Cl:1])=[C:3]([N+:25]([O-:27])=[O:26])[CH:4]=2)=[O:10])([CH3:14])[CH3:13])[CH:20]=[CH:19][CH:18]=1)\[CH3:22], predict the reactants needed to synthesize it. The reactants are: [Cl:1][C:2]1[CH:7]=[CH:6][C:5]([NH:8][C:9]([NH:11][C:12]([C:15]2[CH:20]=[CH:19][CH:18]=[C:17](/[C:21](=[N:23]/[OH:24])/[CH3:22])[CH:16]=2)([CH3:14])[CH3:13])=[O:10])=[CH:4][C:3]=1[N+:25]([O-:27])=[O:26].[H-].[Na+].Cl.Cl[CH2:32][CH2:33][NH2:34]. (3) Given the product [O:1]([C@H:2]([CH2:8][C:9](=[O:11])[CH3:10])[CH2:3][C:4]([O:6][CH3:7])=[O:5])[Si:17]([C:20]([CH3:23])([CH3:22])[CH3:21])([CH3:19])[CH3:18], predict the reactants needed to synthesize it. The reactants are: [OH:1][C@H:2]([CH2:8][C:9](=[O:11])[CH3:10])[CH2:3][C:4]([O:6][CH3:7])=[O:5].N1C=CN=C1.[Si:17](Cl)([C:20]([CH3:23])([CH3:22])[CH3:21])([CH3:19])[CH3:18]. (4) Given the product [O:13]1[CH2:14][C@@H:12]1[CH2:11][O:10][C@@H:8]([C:3]1[CH:4]=[CH:5][CH:6]=[CH:7][C:2]=1/[CH:20]=[CH:19]/[CH2:18][C:17]([O:16][CH3:15])=[O:21])[CH3:9], predict the reactants needed to synthesize it. The reactants are: Br[C:2]1[CH:7]=[CH:6][CH:5]=[CH:4][C:3]=1[C@H:8]([O:10][CH2:11][C@H:12]1[CH2:14][O:13]1)[CH3:9].[CH3:15][O:16][C:17](=[O:21])[CH2:18][CH:19]=[CH2:20]. (5) The reactants are: [NH2:1][C:2]1[CH:12]=[CH:11][C:5]([C:6]([O:8][CH2:9][CH3:10])=[O:7])=[CH:4][C:3]=1[O:13][CH2:14][CH3:15].[C:16](OC(=O)C)(=[O:18])[CH3:17]. Given the product [C:16]([NH:1][C:2]1[CH:12]=[CH:11][C:5]([C:6]([O:8][CH2:9][CH3:10])=[O:7])=[CH:4][C:3]=1[O:13][CH2:14][CH3:15])(=[O:18])[CH3:17], predict the reactants needed to synthesize it. (6) Given the product [F:35][C:36]1[CH:43]=[CH:42][C:39]([CH2:40][NH:41][C:29]([C:11]2[C:10]([OH:33])=[C:9]([C:7]([NH:6][CH2:5][C:4]([OH:3])=[O:34])=[O:8])[C:14](=[O:15])[N:13]([CH2:16][C:17]3[CH:22]=[CH:21][C:20]([C:23]([F:26])([F:25])[F:24])=[CH:19][C:18]=3[F:27])[C:12]=2[OH:28])=[O:30])=[CH:38][CH:37]=1, predict the reactants needed to synthesize it. The reactants are: C([O:3][C:4](=[O:34])[CH2:5][NH:6][C:7]([C:9]1[C:14](=[O:15])[N:13]([CH2:16][C:17]2[CH:22]=[CH:21][C:20]([C:23]([F:26])([F:25])[F:24])=[CH:19][C:18]=2[F:27])[C:12]([OH:28])=[C:11]([C:29](OC)=[O:30])[C:10]=1[OH:33])=[O:8])C.[F:35][C:36]1[CH:43]=[CH:42][C:39]([CH2:40][NH2:41])=[CH:38][CH:37]=1.[OH-].[Na+].